Dataset: Full USPTO retrosynthesis dataset with 1.9M reactions from patents (1976-2016). Task: Predict the reactants needed to synthesize the given product. (1) Given the product [CH2:1]([N:8]1[C:14](=[O:15])[CH:13]([CH2:16][C:17]([OH:19])=[O:18])[CH2:12][C:11]2[CH:21]=[CH:22][C:23]([O:25][CH2:26][CH2:27][CH2:28][N:29]([C:37]3[CH:42]=[CH:41][CH:40]=[CH:39][N:38]=3)[C:30]([O:32][C:33]([CH3:34])([CH3:35])[CH3:36])=[O:31])=[CH:24][C:10]=2[CH2:9]1)[C:2]1[CH:7]=[CH:6][CH:5]=[CH:4][CH:3]=1, predict the reactants needed to synthesize it. The reactants are: [CH2:1]([N:8]1[C:14](=[O:15])[CH:13]([CH2:16][C:17]([O:19]C)=[O:18])[CH2:12][C:11]2[CH:21]=[CH:22][C:23]([O:25][CH2:26][CH2:27][CH2:28][N:29]([C:37]3[CH:42]=[CH:41][CH:40]=[CH:39][N:38]=3)[C:30]([O:32][C:33]([CH3:36])([CH3:35])[CH3:34])=[O:31])=[CH:24][C:10]=2[CH2:9]1)[C:2]1[CH:7]=[CH:6][CH:5]=[CH:4][CH:3]=1.N1C=CC=CC=1NCCCOC1C=CC2CC(CC(OCC)=O)C(=O)NCC=2C=1. (2) Given the product [Cl:35][C:29]1[C:30]([Cl:34])=[CH:31][CH:32]=[CH:33][C:28]=1[CH2:27][N:15]1[C:16](=[O:24])[C:17]([C:19]([O:21][CH2:22][CH3:23])=[O:20])=[CH:18][N:13]([C:11]2[CH:10]=[CH:9][C:8]3[N:4]([CH:1]([CH3:2])[CH3:3])[CH:5]=[N:6][C:7]=3[CH:12]=2)[C:14]1=[O:25], predict the reactants needed to synthesize it. The reactants are: [CH:1]([N:4]1[C:8]2[CH:9]=[CH:10][C:11]([N:13]3[CH:18]=[C:17]([C:19]([O:21][CH2:22][CH3:23])=[O:20])[C:16](=[O:24])[NH:15][C:14]3=[O:25])=[CH:12][C:7]=2[N:6]=[CH:5]1)([CH3:3])[CH3:2].Br[CH2:27][C:28]1[CH:33]=[CH:32][CH:31]=[C:30]([Cl:34])[C:29]=1[Cl:35]. (3) Given the product [CH2:1]([O:8][C:9]1[CH:16]=[CH:15][C:12](/[CH:13]=[C:23](\[O:22][CH2:20][CH3:21])/[C:24]([O:26][CH2:27][CH3:28])=[O:25])=[CH:11][C:10]=1[N+:17]([O-:19])=[O:18])[C:2]1[CH:7]=[CH:6][CH:5]=[CH:4][CH:3]=1, predict the reactants needed to synthesize it. The reactants are: [CH2:1]([O:8][C:9]1[CH:16]=[CH:15][C:12]([CH:13]=O)=[CH:11][C:10]=1[N+:17]([O-:19])=[O:18])[C:2]1[CH:7]=[CH:6][CH:5]=[CH:4][CH:3]=1.[CH2:20]([O:22][CH2:23][C:24]([O:26][CH2:27][CH3:28])=[O:25])[CH3:21].CC(C)([O-])C.[K+].C(O)(=O)C.C1(C)C=CC(S(O)(=O)=O)=CC=1. (4) Given the product [Cl:1][C:2]1[C:3]2[CH:10]=[CH:9][N:8]([C:15]3[CH:16]=[CH:17][C:12]([F:11])=[CH:13][CH:14]=3)[C:4]=2[N:5]=[CH:6][N:7]=1, predict the reactants needed to synthesize it. The reactants are: [Cl:1][C:2]1[C:3]2[CH:10]=[CH:9][NH:8][C:4]=2[N:5]=[CH:6][N:7]=1.[F:11][C:12]1[CH:17]=[CH:16][C:15](I)=[CH:14][CH:13]=1.C(=O)([O-])[O-].[K+].[K+].[C@@H]1(N)CCCC[C@H]1N. (5) Given the product [CH2:1]([O:8][C:9]1[CH:10]=[CH:11][C:12]([CH2:15][CH:16]([O:20][CH3:21])[C:17]([O-:19])=[O:18])=[CH:13][CH:14]=1)[C:2]1[CH:7]=[CH:6][CH:5]=[CH:4][CH:3]=1.[Na+:22], predict the reactants needed to synthesize it. The reactants are: [CH2:1]([O:8][C:9]1[CH:14]=[CH:13][C:12]([CH:15]=[C:16]([O:20][CH3:21])[C:17]([O-:19])=[O:18])=[CH:11][CH:10]=1)[C:2]1[CH:7]=[CH:6][CH:5]=[CH:4][CH:3]=1.[Na+:22].[H][H]. (6) Given the product [CH3:1][S:2]([O:6][CH2:7][CH2:8][O:9][CH2:10][CH2:11][O:12][CH2:13][CH2:14][O:15][CH2:16][CH2:17][NH:18][C:19](=[O:42])[CH2:20][CH2:21][S:22][C:23]([C:36]1[CH:41]=[CH:40][CH:39]=[CH:38][CH:37]=1)([C:24]1[CH:25]=[CH:26][CH:27]=[CH:28][CH:29]=1)[C:30]1[CH:35]=[CH:34][CH:33]=[CH:32][CH:31]=1)(=[O:4])=[O:3], predict the reactants needed to synthesize it. The reactants are: [CH3:1][S:2](Cl)(=[O:4])=[O:3].[OH:6][CH2:7][CH2:8][O:9][CH2:10][CH2:11][O:12][CH2:13][CH2:14][O:15][CH2:16][CH2:17][NH:18][C:19](=[O:42])[CH2:20][CH2:21][S:22][C:23]([C:36]1[CH:41]=[CH:40][CH:39]=[CH:38][CH:37]=1)([C:30]1[CH:35]=[CH:34][CH:33]=[CH:32][CH:31]=1)[C:24]1[CH:29]=[CH:28][CH:27]=[CH:26][CH:25]=1.C(N(CC)CC)C. (7) The reactants are: FC(F)(F)S(O[C:7]1[CH:16]=[CH:15][C:10]([C:11]([O:13][CH3:14])=[O:12])=[CH:9][C:8]=1[C:17]1([CH:22]=[CH2:23])[CH2:21][CH2:20][CH2:19][CH2:18]1)(=O)=O.[F:26][C:27]1[C:28](B(O)O)=[CH:29][C:30]([O:33][CH3:34])=[N:31][CH:32]=1.P([O-])([O-])([O-])=O.[K+].[K+].[K+].COC1C=CC=C(OC)C=1C1C=CC=CC=1P(C1CCCCC1)C1CCCCC1. Given the product [F:26][C:27]1[C:28]([C:7]2[CH:16]=[CH:15][C:10]([C:11]([O:13][CH3:14])=[O:12])=[CH:9][C:8]=2[C:17]2([CH:22]=[CH2:23])[CH2:21][CH2:20][CH2:19][CH2:18]2)=[CH:29][C:30]([O:33][CH3:34])=[N:31][CH:32]=1, predict the reactants needed to synthesize it.